Dataset: Reaction yield outcomes from USPTO patents with 853,638 reactions. Task: Predict the reaction yield, written as a fraction of the theoretical maximum amount of product (1.0 means a 100% yield; for example, 0.34 means a 34% yield). (1) The reactants are [F:1][C:2]1[CH:30]=[C:29]([NH2:31])[C:28]([F:32])=[CH:27][C:3]=1[O:4][C:5]1[CH:10]=[CH:9][N:8]=[C:7]([N:11]([C:19]([O:21][C:22]([CH3:25])([CH3:24])[CH3:23])=[O:20])[C:12]([O:14][C:15]([CH3:18])([CH3:17])[CH3:16])=[O:13])[C:6]=1I.[CH3:33][N:34]1[CH:38]=[C:37](B2OC(C)(C)C(C)(C)O2)[CH:36]=[N:35]1.C([O-])([O-])=O.[K+].[K+]. The catalyst is O1CCOCC1.O.CCOC(C)=O. The product is [NH2:31][C:29]1[C:28]([F:32])=[CH:27][C:3]([O:4][C:5]2[CH:10]=[CH:9][N:8]=[C:7]([N:11]([C:19]([O:21][C:22]([CH3:25])([CH3:24])[CH3:23])=[O:20])[C:12]([O:14][C:15]([CH3:18])([CH3:17])[CH3:16])=[O:13])[C:6]=2[C:37]2[CH:36]=[N:35][N:34]([CH3:33])[CH:38]=2)=[C:2]([F:1])[CH:30]=1. The yield is 0.810. (2) The reactants are [Cl:1][C:2]1[CH:3]=[CH:4][C:5]([C:8]([NH:30][C:31](=[O:40])[NH:32][C:33]([CH3:39])([CH3:38])[CH2:34][C:35]([OH:37])=O)([C:16]2[CH:21]=[C:20]([O:22][C:23]([F:28])([F:27])[CH:24]([F:26])[F:25])[CH:19]=[C:18]([F:29])[CH:17]=2)[CH2:9][C:10]2[CH:15]=[CH:14][CH:13]=[CH:12][CH:11]=2)=[N:6][CH:7]=1.C1C=CC2N(O)N=[N:47]C=2C=1.CCN=C=NCCCN(C)C.[NH4+].[OH-]. The catalyst is CN(C=O)C. The product is [Cl:1][C:2]1[CH:3]=[CH:4][C:5]([C:8]([NH:30][C:31](=[O:40])[NH:32][C:33]([CH3:38])([CH3:39])[CH2:34][C:35]([NH2:47])=[O:37])([C:16]2[CH:21]=[C:20]([O:22][C:23]([F:27])([F:28])[CH:24]([F:26])[F:25])[CH:19]=[C:18]([F:29])[CH:17]=2)[CH2:9][C:10]2[CH:11]=[CH:12][CH:13]=[CH:14][CH:15]=2)=[N:6][CH:7]=1. The yield is 0.880.